Dataset: Peptide-MHC class II binding affinity with 134,281 pairs from IEDB. Task: Regression. Given a peptide amino acid sequence and an MHC pseudo amino acid sequence, predict their binding affinity value. This is MHC class II binding data. The peptide sequence is DDCVVRPIDDRFGLA. The MHC is DRB1_1301 with pseudo-sequence DRB1_1301. The binding affinity (normalized) is 0.395.